From a dataset of Reaction yield outcomes from USPTO patents with 853,638 reactions. Predict the reaction yield, written as a fraction of the theoretical maximum amount of product (1.0 means a 100% yield; for example, 0.34 means a 34% yield). (1) The reactants are C[Al](C)C.[CH3:5][CH:6]([N:8]1[CH2:14][CH2:13][CH2:12][N:11]([C:15]2[N:20]=[CH:19][C:18]([C:21]([O:23]C)=O)=[CH:17][N:16]=2)[CH2:10][CH2:9]1)[CH3:7].[CH3:25][O:26][C:27]1[CH:28]=[C:29]([CH2:35][CH2:36][C:37]2[CH:38]=[C:39]([NH2:42])[NH:40][N:41]=2)[CH:30]=[C:31]([O:33][CH3:34])[CH:32]=1. The catalyst is C1(C)C=CC=CC=1. The product is [CH3:34][O:33][C:31]1[CH:30]=[C:29]([CH2:35][CH2:36][C:37]2[CH:38]=[C:39]([NH:42][C:21]([C:18]3[CH:19]=[N:20][C:15]([N:11]4[CH2:12][CH2:13][CH2:14][N:8]([CH:6]([CH3:5])[CH3:7])[CH2:9][CH2:10]4)=[N:16][CH:17]=3)=[O:23])[NH:40][N:41]=2)[CH:28]=[C:27]([O:26][CH3:25])[CH:32]=1. The yield is 0.170. (2) The reactants are BrC[CH:3]1[CH2:8][CH2:7][CH2:6][N:5]([CH3:9])[CH2:4]1.[CH3:10][C:11]([O:14][C:15]([NH:17][C:18]([O:20][C:21]([CH3:24])([CH3:23])[CH3:22])=[O:19])=[O:16])([CH3:13])[CH3:12].C(=O)([O-])[O-].[Cs+].[Cs+]. The product is [C:21]([O:20][C:18]([N:17]([C:15]([O:14][C:11]([CH3:13])([CH3:12])[CH3:10])=[O:16])[CH:3]1[CH2:8][CH2:7][CH2:6][N:5]([CH3:9])[CH2:4]1)=[O:19])([CH3:24])([CH3:23])[CH3:22]. The catalyst is C(#N)C.[I-].[Li+]. The yield is 0.520. (3) The reactants are [F:1][C:2]1[CH:7]=[CH:6][C:5]([NH2:8])=[CH:4][C:3]=1[C:9]1[N:10]=[C:11]([CH3:14])[S:12][CH:13]=1.[Cl:15][C:16]1[C:25]2[C:20](=[CH:21][C:22]([O:29][CH2:30][CH3:31])=[C:23]([O:26][CH2:27][CH3:28])[CH:24]=2)[N:19]=[CH:18][N:17]=1. The catalyst is CC(O)C. The product is [ClH:15].[CH2:27]([O:26][C:23]1[CH:24]=[C:25]2[C:20](=[CH:21][C:22]=1[O:29][CH2:30][CH3:31])[N:19]=[CH:18][N:17]=[C:16]2[NH:8][C:5]1[CH:6]=[CH:7][C:2]([F:1])=[C:3]([C:9]2[N:10]=[C:11]([CH3:14])[S:12][CH:13]=2)[CH:4]=1)[CH3:28]. The yield is 0.820. (4) The reactants are [NH2:1][C:2]1[C:7]([CH:8]=[O:9])=[C:6]([CH:10]([NH:18][C:19](=[O:25])[O:20][C:21]([CH3:24])([CH3:23])[CH3:22])[CH2:11][C:12]2[CH:17]=[CH:16][CH:15]=[CH:14][CH:13]=2)[CH:5]=[C:4]([C:26]2[CH:31]=[CH:30][CH:29]=[CH:28][C:27]=2[O:32][CH2:33][C:34]2[CH:39]=[CH:38][CH:37]=[CH:36][CH:35]=2)[N:3]=1.[BH4-].[Na+]. The product is [NH2:1][C:2]1[C:7]([CH2:8][OH:9])=[C:6]([CH:10]([NH:18][C:19](=[O:25])[O:20][C:21]([CH3:23])([CH3:24])[CH3:22])[CH2:11][C:12]2[CH:13]=[CH:14][CH:15]=[CH:16][CH:17]=2)[CH:5]=[C:4]([C:26]2[CH:31]=[CH:30][CH:29]=[CH:28][C:27]=2[O:32][CH2:33][C:34]2[CH:39]=[CH:38][CH:37]=[CH:36][CH:35]=2)[N:3]=1. The yield is 0.570. The catalyst is C(O)C. (5) The reactants are C[O:2][C:3]1[CH:4]=[C:5]2[C:10](=[CH:11][CH:12]=1)[N:9]=[C:8]([N:13]1[CH2:18][CH2:17][CH:16]([C:19]([O:21]C)=[O:20])[CH2:15][CH2:14]1)[C:7]([C:23]([F:26])([F:25])[F:24])=[CH:6]2.B(Br)(Br)Br.O. The catalyst is C(Cl)Cl. The product is [OH:2][C:3]1[CH:4]=[C:5]2[C:10](=[CH:11][CH:12]=1)[N:9]=[C:8]([N:13]1[CH2:18][CH2:17][CH:16]([C:19]([OH:21])=[O:20])[CH2:15][CH2:14]1)[C:7]([C:23]([F:26])([F:25])[F:24])=[CH:6]2. The yield is 0.0940. (6) The reactants are [OH:1][C@H:2]([CH2:16][OH:17])[CH2:3][O:4][C:5]1[CH:10]=[CH:9][CH:8]=[CH:7][C:6]=1[CH2:11][CH2:12][CH2:13][CH2:14][NH2:15].C(NCCCCC1C=CC=CC=1OC[C@@H](O)CO)(OCC1C=CC=CC=1)=O. No catalyst specified. The product is [OH:1][C@@H:2]([CH2:16][OH:17])[CH2:3][O:4][C:5]1[CH:10]=[CH:9][CH:8]=[CH:7][C:6]=1[CH2:11][CH2:12][CH2:13][CH2:14][NH2:15]. The yield is 0.990. (7) The reactants are [F:1][C:2]1[CH:3]=[C:4]2[C:8](=[C:9]([N+:11]([O-])=O)[CH:10]=1)[NH:7][C:6](=[O:14])[CH2:5]2. The catalyst is C(O)(=O)C.[Pd]. The product is [NH2:11][C:9]1[CH:10]=[C:2]([F:1])[CH:3]=[C:4]2[C:8]=1[NH:7][C:6](=[O:14])[CH2:5]2. The yield is 0.975.